The task is: Predict the product of the given reaction.. This data is from Forward reaction prediction with 1.9M reactions from USPTO patents (1976-2016). (1) Given the reactants [CH3:1][O:2][C:3]1[CH:4]=[CH:5][C:6]([C:10]2[CH2:19][CH2:18][C:17]3[C:12](=[CH:13][CH:14]=[C:15]([O:20][CH3:21])[CH:16]=3)[CH:11]=2)=[C:7]([NH2:9])[CH:8]=1.Cl.[N:23]1([CH2:29][CH2:30][O:31][C:32]2[CH:40]=[CH:39][C:35]([C:36](Cl)=O)=[CH:34][CH:33]=2)[CH2:28][CH2:27][CH2:26][CH2:25][CH2:24]1, predict the reaction product. The product is: [CH3:1][O:2][C:3]1[CH:4]=[CH:5][C:6]([C:10]2[CH2:19][CH2:18][C:17]3[C:12](=[CH:13][CH:14]=[C:15]([O:20][CH3:21])[CH:16]=3)[CH:11]=2)=[C:7]([NH:9][CH2:36][C:35]2[CH:34]=[CH:33][C:32]([O:31][CH2:30][CH2:29][N:23]3[CH2:28][CH2:27][CH2:26][CH2:25][CH2:24]3)=[CH:40][CH:39]=2)[CH:8]=1. (2) The product is: [CH:1]([O:4][C:5]1[CH:10]=[CH:9][C:8]([NH:11][C:12]([N:14]2[CH2:19][CH2:18][N:17]([C:20]3[C:25]([CH:26]=[N:40][O:39][CH2:38][CH2:37][N:31]4[CH2:36][CH2:35][O:34][CH2:33][CH2:32]4)=[C:24]([NH2:28])[N:23]=[CH:22][N:21]=3)[CH2:16][CH2:15]2)=[O:13])=[CH:7][CH:6]=1)([CH3:2])[CH3:3]. Given the reactants [CH:1]([O:4][C:5]1[CH:10]=[CH:9][C:8]([NH:11][C:12]([N:14]2[CH2:19][CH2:18][N:17]([C:20]3[C:25]([CH:26]=O)=[C:24]([NH2:28])[N:23]=[CH:22][N:21]=3)[CH2:16][CH2:15]2)=[O:13])=[CH:7][CH:6]=1)([CH3:3])[CH3:2].Cl.Cl.[N:31]1([CH2:37][CH2:38][O:39][NH2:40])[CH2:36][CH2:35][O:34][CH2:33][CH2:32]1, predict the reaction product. (3) Given the reactants [Cl:1][C:2]1[CH:7]=[CH:6][CH:5]=[CH:4][C:3]=1[NH:8][C:9]([C:11]1[CH:15]=[CH:14][NH:13][N:12]=1)=[O:10].[C:16]1([N:22]=[C:23]=[S:24])[CH:21]=[CH:20][CH:19]=[CH:18][CH:17]=1.C([O-])([O-])=O.[K+].[K+], predict the reaction product. The product is: [Cl:1][C:2]1[CH:7]=[CH:6][CH:5]=[CH:4][C:3]=1[NH:8][C:9]([C:11]1[CH:15]=[CH:14][N:13]([C:23](=[S:24])[NH:22][C:16]2[CH:21]=[CH:20][CH:19]=[CH:18][CH:17]=2)[N:12]=1)=[O:10]. (4) The product is: [ClH:31].[NH2:7][CH2:8][C:9]1([C:13]2[CH:14]=[CH:15][C:16]([C:19]3[C:20]4[C:21]5[CH:35]=[CH:34][S:33][C:22]=5[C:23](=[O:32])[NH:24][C:25]=4[C:26]([Cl:31])=[CH:27][C:28]=3[O:29][CH3:30])=[CH:17][CH:18]=2)[CH2:10][CH2:11][CH2:12]1. Given the reactants C(OC(=O)[NH:7][CH2:8][C:9]1([C:13]2[CH:18]=[CH:17][C:16]([C:19]3[C:20]4[C:21]5[CH:35]=[CH:34][S:33][C:22]=5[C:23](=[O:32])[NH:24][C:25]=4[C:26]([Cl:31])=[CH:27][C:28]=3[O:29][CH3:30])=[CH:15][CH:14]=2)[CH2:12][CH2:11][CH2:10]1)(C)(C)C.C(O)(C(F)(F)F)=O, predict the reaction product. (5) Given the reactants [F:1][C:2]1[CH:7]=[C:6](B2OC(C)(C)C(C)(C)O2)[CH:5]=[CH:4][C:3]=1[C:17]1[N:18]=[CH:19][C:20]([NH2:23])=[N:21][CH:22]=1.Br[C:25]1[CH:30]=[CH:29][CH:28]=[CH:27][C:26]=1[S:31][CH2:32][O:33][CH2:34][CH2:35][Si:36]([CH3:39])([CH3:38])[CH3:37], predict the reaction product. The product is: [F:1][C:2]1[CH:7]=[C:6]([C:25]2[CH:30]=[CH:29][CH:28]=[CH:27][C:26]=2[S:31][CH2:32][O:33][CH2:34][CH2:35][Si:36]([CH3:39])([CH3:38])[CH3:37])[CH:5]=[CH:4][C:3]=1[C:17]1[N:18]=[CH:19][C:20]([NH2:23])=[N:21][CH:22]=1. (6) Given the reactants [CH2:1]([S:3]([O:6][C:7]1[CH:12]=[CH:11][C:10]([CH3:13])=[CH:9][C:8]=1[CH:14]([C:23]1[CH:28]=[CH:27][CH:26]=[CH:25][CH:24]=1)[CH2:15][CH2:16]C(S([O-])(=O)=O)C)(=[O:5])=[O:4])[CH3:2].[CH:29]([NH:32][CH:33]([CH3:35])[CH3:34])([CH3:31])[CH3:30].[I-].[Na+], predict the reaction product. The product is: [CH:29]([N:32]([CH2:16][CH2:15][CH:14]([C:8]1[CH:9]=[C:10]([CH3:13])[CH:11]=[CH:12][C:7]=1[O:6][S:3]([CH2:1][CH3:2])(=[O:4])=[O:5])[C:23]1[CH:28]=[CH:27][CH:26]=[CH:25][CH:24]=1)[CH:33]([CH3:35])[CH3:34])([CH3:31])[CH3:30]. (7) Given the reactants [F:1][C:2]([F:19])([F:18])[O:3][C:4]1[CH:9]=[CH:8][C:7]([C:10]2[S:14][C:13]([S:15]([O-:17])=[O:16])=[CH:12][CH:11]=2)=[CH:6][CH:5]=1.[Li+].[Cl:21]N1C(=O)CCC1=O, predict the reaction product. The product is: [F:19][C:2]([F:1])([F:18])[O:3][C:4]1[CH:5]=[CH:6][C:7]([C:10]2[S:14][C:13]([S:15]([Cl:21])(=[O:17])=[O:16])=[CH:12][CH:11]=2)=[CH:8][CH:9]=1.